From a dataset of Peptide-MHC class I binding affinity with 185,985 pairs from IEDB/IMGT. Regression. Given a peptide amino acid sequence and an MHC pseudo amino acid sequence, predict their binding affinity value. This is MHC class I binding data. (1) The peptide sequence is FELLHFISS. The MHC is HLA-B51:01 with pseudo-sequence HLA-B51:01. The binding affinity (normalized) is 0.0847. (2) The peptide sequence is WENGFKVVL. The MHC is HLA-B07:02 with pseudo-sequence HLA-B07:02. The binding affinity (normalized) is 0.0847. (3) The binding affinity (normalized) is 0.601. The peptide sequence is QLFKPLTKK. The MHC is HLA-A03:01 with pseudo-sequence HLA-A03:01. (4) The peptide sequence is DLKHATDYIA. The MHC is HLA-A02:01 with pseudo-sequence HLA-A02:01. The binding affinity (normalized) is 0.104. (5) The peptide sequence is RQDILDLWIY. The MHC is HLA-A31:01 with pseudo-sequence HLA-A31:01. The binding affinity (normalized) is 0. (6) The peptide sequence is FDHTLMSI. The MHC is H-2-Db with pseudo-sequence H-2-Db. The binding affinity (normalized) is 0.